From a dataset of Forward reaction prediction with 1.9M reactions from USPTO patents (1976-2016). Predict the product of the given reaction. (1) Given the reactants [F:1][C:2]1[C:3]([CH2:10][C:11]([O:13][CH3:14])=[O:12])=[N:4][C:5](I)=[C:6]([OH:8])[CH:7]=1.[CH3:15][C:16]1[C:20]([CH:21]([OH:24])[C:22]#[CH:23])=[C:19]([CH3:25])[O:18][N:17]=1.O, predict the reaction product. The product is: [CH3:15][C:16]1[C:20]([CH:21]([OH:24])[C:22]2[O:8][C:6]3[C:5](=[N:4][C:3]([CH2:10][C:11]([O:13][CH3:14])=[O:12])=[C:2]([F:1])[CH:7]=3)[CH:23]=2)=[C:19]([CH3:25])[O:18][N:17]=1. (2) Given the reactants Cl[CH2:2][C:3]1[O:7][N:6]=[C:5]([CH:8]([CH3:10])[CH3:9])[N:4]=1.[OH:11][CH:12]1[CH2:16][CH2:15][NH:14][CH2:13]1.C([O-])([O-])=O.[K+].[K+], predict the reaction product. The product is: [OH:11][CH:12]1[CH2:16][CH2:15][N:14]([CH2:2][C:3]2[O:7][N:6]=[C:5]([CH:8]([CH3:10])[CH3:9])[N:4]=2)[CH2:13]1.